Dataset: Full USPTO retrosynthesis dataset with 1.9M reactions from patents (1976-2016). Task: Predict the reactants needed to synthesize the given product. (1) Given the product [Cl:1][C:2]1[CH:3]=[C:4]([C:8]2[CH:9]=[C:10]([OH:17])[C:11]([NH:39][CH2:38][C:37]([O:36][CH3:35])=[O:40])=[N:12][CH:13]=2)[CH:5]=[CH:6][CH:7]=1, predict the reactants needed to synthesize it. The reactants are: [Cl:1][C:2]1[CH:3]=[C:4]([C:8]2[CH:9]=[C:10]([OH:17])[C:11](C(O)=O)=[N:12][CH:13]=2)[CH:5]=[CH:6][CH:7]=1.C(N(C(C)C)CC)(C)C.CC(C)(C)C(Cl)=O.Cl.[CH3:35][O:36][C:37](=[O:40])[CH2:38][NH2:39]. (2) Given the product [Br:6][C:7]1[C:8]([Si:18]([CH3:21])([CH3:20])[CH3:19])=[C:9]([F:17])[C:10]([F:16])=[C:11]([CH:15]=1)[C:12]([O:14][CH3:22])=[O:13], predict the reactants needed to synthesize it. The reactants are: S(=O)(=O)(O)O.[Br:6][C:7]1[C:8]([Si:18]([CH3:21])([CH3:20])[CH3:19])=[C:9]([F:17])[C:10]([F:16])=[C:11]([CH:15]=1)[C:12]([OH:14])=[O:13].[CH3:22]O. (3) Given the product [C:1]([C:3]1[CH:4]=[C:5]([C:13]2[O:15][N:28]=[C:29]([C:30]3[C:31]([CH3:47])=[C:32]4[C:37](=[CH:38][CH:39]=3)[CH2:36][N:35]([C:40]([O:42][C:43]([CH3:45])([CH3:44])[CH3:46])=[O:41])[CH2:34][CH2:33]4)[N:48]=2)[CH:6]=[N:7][C:8]=1[NH:9][CH:10]([CH3:11])[CH3:12])#[N:2], predict the reactants needed to synthesize it. The reactants are: [C:1]([C:3]1[CH:4]=[C:5]([C:13]([OH:15])=O)[CH:6]=[N:7][C:8]=1[NH:9][CH:10]([CH3:12])[CH3:11])#[N:2].C(Cl)(=O)C(Cl)=O.CN(C=O)C.O[NH:28][C:29](=[NH:48])[C:30]1[C:31]([CH3:47])=[C:32]2[C:37](=[CH:38][CH:39]=1)[CH2:36][N:35]([C:40]([O:42][C:43]([CH3:46])([CH3:45])[CH3:44])=[O:41])[CH2:34][CH2:33]2. (4) Given the product [F:27][C:21]1[CH:22]=[C:23]([F:26])[CH:24]=[CH:25][C:20]=1[CH:18]([OH:19])[CH2:17][NH:16][S:11]([C:10]1[C:6]2[CH2:5][CH2:4][CH2:3][C:2](=[O:1])[C:7]=2[S:8][CH:9]=1)(=[O:13])=[O:12], predict the reactants needed to synthesize it. The reactants are: [O:1]=[C:2]1[C:7]2[S:8][CH:9]=[C:10]([S:11](Cl)(=[O:13])=[O:12])[C:6]=2[CH2:5][CH2:4][CH2:3]1.Cl.[NH2:16][CH2:17][CH:18]([C:20]1[CH:25]=[CH:24][C:23]([F:26])=[CH:22][C:21]=1[F:27])[OH:19]. (5) Given the product [NH2:2][CH2:1][CH2:3][O:4][C:5]1[CH:10]=[CH:9][C:8]([C:11]2[O:15][C:14]([C:16]([NH2:18])=[O:17])=[N:13][C:12]=2[C:19]2[CH:20]=[CH:21][C:22]([O:25][CH3:26])=[CH:23][CH:24]=2)=[CH:7][CH:6]=1, predict the reactants needed to synthesize it. The reactants are: [C:1]([CH2:3][O:4][C:5]1[CH:10]=[CH:9][C:8]([C:11]2[O:15][C:14]([C:16]([NH2:18])=[O:17])=[N:13][C:12]=2[C:19]2[CH:24]=[CH:23][C:22]([O:25][CH3:26])=[CH:21][CH:20]=2)=[CH:7][CH:6]=1)#[N:2].[BH4-].[Na+].[OH-].[Na+]. (6) The reactants are: [N:1]1[CH:6]=[CH:5][N:4]=[CH:3][C:2]=1[N:7]1[C:14]2[C@H:13]3[CH2:15][C@H:12]3[CH2:11][C:10]=2[C:9]([C:16]([OH:18])=O)=[N:8]1.Cl.[F:20][C:21]([F:27])([F:26])[C:22]1([NH2:25])[CH2:24][CH2:23]1. Given the product [F:20][C:21]([F:27])([F:26])[C:22]1([NH:25][C:16]([C:9]2[C:10]3[CH2:11][C@@H:12]4[CH2:15][C@@H:13]4[C:14]=3[N:7]([C:2]3[CH:3]=[N:4][CH:5]=[CH:6][N:1]=3)[N:8]=2)=[O:18])[CH2:24][CH2:23]1, predict the reactants needed to synthesize it. (7) Given the product [Cl:7][C:8]1[N:16]=[C:15]([O:4][CH3:2])[CH:14]=[CH:13][C:9]=1[C:10]([OH:12])=[O:11], predict the reactants needed to synthesize it. The reactants are: C[C:2](C)([O-:4])C.[K+].[Cl:7][C:8]1[N:16]=[C:15](Cl)[CH:14]=[CH:13][C:9]=1[C:10]([OH:12])=[O:11]. (8) Given the product [C:1]([O:5][C:6](=[O:40])[N:7]([C@@H:19]1[C@@H:24]([OH:25])[C@H:23]([CH2:26][C:27]2[CH:28]=[C:29]([CH2:35][CH2:36][CH3:37])[C:30]([NH2:34])=[C:31]([F:33])[CH:32]=2)[CH2:22][S:21](=[O:39])(=[O:38])[CH2:20]1)[CH2:8][C:9]1[CH:14]=[CH:13][CH:12]=[C:11]([C:15]([CH3:18])([CH3:17])[CH3:16])[CH:10]=1)([CH3:2])([CH3:3])[CH3:4], predict the reactants needed to synthesize it. The reactants are: [C:1]([O:5][C:6](=[O:40])[N:7]([C@@H:19]1[C@@H:24]([OH:25])[C@H:23]([CH2:26][C:27]2[CH:32]=[C:31]([F:33])[C:30]([NH2:34])=[C:29]([CH2:35][CH:36]=[CH2:37])[CH:28]=2)[CH2:22][S:21](=[O:39])(=[O:38])[CH2:20]1)[CH2:8][C:9]1[CH:14]=[CH:13][CH:12]=[C:11]([C:15]([CH3:18])([CH3:17])[CH3:16])[CH:10]=1)([CH3:4])([CH3:3])[CH3:2]. (9) Given the product [CH2:1]([O:3][C:4](=[O:5])[C:6]1[CH:11]=[C:10]([Br:12])[C:9]([O:15][CH2:16][CH:17]2[CH2:19][CH2:18]2)=[N:8][C:7]=1[CH3:14])[CH3:2], predict the reactants needed to synthesize it. The reactants are: [CH2:1]([O:3][C:4]([C:6]1[C:7]([CH3:14])=[N:8][C:9](Cl)=[C:10]([Br:12])[CH:11]=1)=[O:5])[CH3:2].[OH:15][CH2:16][CH:17]1[CH2:19][CH2:18]1.C1CCN2C(=NCCC2)CC1. (10) Given the product [CH2:16]([N:11]([CH2:12][CH3:13])[CH2:10][CH2:9][CH2:8][NH:7][C:5](=[O:6])[C:4]1[CH:18]=[CH:19][CH:20]=[C:2]([NH:32][C:31]2[CH:33]=[CH:34][CH:35]=[C:29](/[CH:28]=[CH:27]/[C:26]3[CH:36]=[CH:37][CH:38]=[C:24]([O:23][C:22]([F:21])([F:39])[F:40])[CH:25]=3)[CH:30]=2)[CH:3]=1)[CH3:15], predict the reactants needed to synthesize it. The reactants are: Br[C:2]1[CH:3]=[C:4]([CH:18]=[CH:19][CH:20]=1)[C:5]([NH:7][CH2:8][CH2:9][CH2:10][N:11]1[CH2:16][CH2:15]N(C)[CH2:13][CH2:12]1)=[O:6].[F:21][C:22]([F:40])([F:39])[O:23][C:24]1[CH:25]=[C:26]([CH:36]=[CH:37][CH:38]=1)/[CH:27]=[CH:28]/[C:29]1[CH:30]=[C:31]([CH:33]=[CH:34][CH:35]=1)[NH2:32].CC(C1C=C(C(C)C)C(C2C=CC=CC=2P(C2CCCCC2)C2CCCCC2)=C(C(C)C)C=1)C.C([O-])([O-])=O.[K+].[K+].